Predict which catalyst facilitates the given reaction. From a dataset of Catalyst prediction with 721,799 reactions and 888 catalyst types from USPTO. (1) Reactant: Cl[C:2]1[N:3]=[CH:4][C:5]([C:8]([OH:10])=[O:9])=[N:6][CH:7]=1.[CH:11]1([CH2:14][OH:15])[CH2:13][CH2:12]1.[OH-].[K+]. Product: [CH:11]1([CH2:14][O:15][C:2]2[N:3]=[CH:4][C:5]([C:8]([OH:10])=[O:9])=[N:6][CH:7]=2)[CH2:13][CH2:12]1. The catalyst class is: 16. (2) Reactant: [C:1]([Si:5]([C:22]1[CH:27]=[CH:26][CH:25]=[CH:24][CH:23]=1)([C:16]1[CH:21]=[CH:20][CH:19]=[CH:18][CH:17]=1)[O:6][CH2:7][C:8]([CH3:15])([CH3:14])[C:9](=O)[CH2:10][C:11]#[N:12])([CH3:4])([CH3:3])[CH3:2].Cl.[CH2:29]([O:36][C:37]1[CH:38]=[C:39]([NH:43][NH2:44])[CH:40]=[CH:41][CH:42]=1)[C:30]1[CH:35]=[CH:34][CH:33]=[CH:32][CH:31]=1.CCN(C(C)C)C(C)C. Product: [CH2:29]([O:36][C:37]1[CH:38]=[C:39]([N:43]2[C:11]([NH2:12])=[CH:10][C:9]([C:8]([CH3:15])([CH3:14])[CH2:7][O:6][Si:5]([C:1]([CH3:4])([CH3:3])[CH3:2])([C:22]3[CH:27]=[CH:26][CH:25]=[CH:24][CH:23]=3)[C:16]3[CH:21]=[CH:20][CH:19]=[CH:18][CH:17]=3)=[N:44]2)[CH:40]=[CH:41][CH:42]=1)[C:30]1[CH:31]=[CH:32][CH:33]=[CH:34][CH:35]=1. The catalyst class is: 653. (3) Reactant: [NH:1]1[CH2:5][CH2:4][CH2:3][C@@H:2]1[CH2:6][NH:7][C:8](=[O:14])[O:9][C:10]([CH3:13])([CH3:12])[CH3:11].C(N(CC)CC)C.Cl[C:23]([O:25][CH2:26][C:27]1[CH:32]=[CH:31][CH:30]=[CH:29][CH:28]=1)=[O:24].O. Product: [CH3:12][C:10]([O:9][C:8]([NH:7][CH2:6][C@H:2]1[CH2:3][CH2:4][CH2:5][N:1]1[C:23]([O:25][CH2:26][C:27]1[CH:32]=[CH:31][CH:30]=[CH:29][CH:28]=1)=[O:24])=[O:14])([CH3:11])[CH3:13]. The catalyst class is: 2. (4) The catalyst class is: 66. Product: [CH3:1][S:2]([O:53][CH2:52][CH2:51][C:48]1[N:49]=[N:50][N:46]([CH2:45][C:44]2[CH:54]=[CH:55][C:41]([O:40][CH3:39])=[CH:42][CH:43]=2)[N:47]=1)(=[O:4])=[O:3]. Reactant: [CH3:1][S:2](OCC1C=CN(CC[C@H]2O[C@H](C3C=CC=C(OC)C=3OC)C3C=C(Cl)C=CC=3N3C=CC=C23)N=1)(=[O:4])=[O:3].[CH3:39][O:40][C:41]1[CH:55]=[CH:54][C:44]([CH2:45][N:46]2[N:50]=[N:49][C:48]([CH2:51][CH2:52][OH:53])=[N:47]2)=[CH:43][CH:42]=1.CS(Cl)(=O)=O. (5) Reactant: O.C1(C)C=CC(S(O)(=O)=O)=CC=1.[C:13]([O:17][C:18]([C@@:20]1([NH:33]C(OC(C)(C)C)=O)[CH2:22][C@@:21]1([CH2:29][N:30]=[N+:31]=[N-:32])[C:23]1[CH:28]=[CH:27][CH:26]=[CH:25][CH:24]=1)=[O:19])([CH3:16])([CH3:15])[CH3:14].C(OC([C@@]1(NC(OC(C)(C)C)=O)C[C@]1(CO)C1C=CC=CC=1)=O)(C)(C)C.O. Product: [C:13]([O:17][C:18]([C@@:20]1([NH2:33])[CH2:22][C@@:21]1([CH2:29][N:30]=[N+:31]=[N-:32])[C:23]1[CH:28]=[CH:27][CH:26]=[CH:25][CH:24]=1)=[O:19])([CH3:16])([CH3:14])[CH3:15]. The catalyst class is: 10. (6) Product: [CH3:1][O:2][C:3](=[O:39])[CH2:4][C@H:5]1[C:9]2[CH:10]=[CH:11][C:12]([O:14][C@H:15]3[C:23]4[C:18](=[C:19]([O:25][C:26]5[CH:31]=[CH:30][C:29]([CH2:32][CH2:33][CH2:34][C:35]([OH:38])([CH3:37])[CH3:36])=[CH:28][N:27]=5)[CH:20]=[CH:21][C:22]=4[F:24])[CH2:17][CH2:16]3)=[CH:13][C:8]=2[O:7][CH2:6]1. The catalyst class is: 43. Reactant: [CH3:1][O:2][C:3](=[O:39])[CH2:4][C@H:5]1[C:9]2[CH:10]=[CH:11][C:12]([O:14][C@H:15]3[C:23]4[C:18](=[C:19]([O:25][C:26]5[CH:31]=[CH:30][C:29]([CH:32]=[CH:33][CH2:34][C:35]([OH:38])([CH3:37])[CH3:36])=[CH:28][N:27]=5)[CH:20]=[CH:21][C:22]=4[F:24])[CH2:17][CH2:16]3)=[CH:13][C:8]=2[O:7][CH2:6]1.